From a dataset of Forward reaction prediction with 1.9M reactions from USPTO patents (1976-2016). Predict the product of the given reaction. (1) Given the reactants [CH3:1][N:2]1[CH:6]=[C:5]([CH2:7][OH:8])[CH:4]=[N:3]1.C(N(CC)CC)C.[CH3:16][S:17](Cl)(=[O:19])=[O:18], predict the reaction product. The product is: [CH3:1][N:2]1[CH:6]=[C:5]([CH2:7][O:8][S:17]([CH3:16])(=[O:19])=[O:18])[CH:4]=[N:3]1. (2) Given the reactants [CH2:1]([N:4]([CH2:6][CH2:7][CH2:8][CH2:9][CH2:10][C:11]1[CH:12]=[C:13]2[C:17](=[CH:18][CH:19]=1)[NH:16][CH2:15][CH2:14]2)[CH3:5])[CH:2]=[CH2:3].C(Cl)Cl.Cl[C:24]([O:26][C:27]1[CH:32]=[CH:31][C:30]([Cl:33])=[CH:29][CH:28]=1)=[O:25], predict the reaction product. The product is: [Cl:33][C:30]1[CH:31]=[CH:32][C:27]([O:26][C:24]([N:16]2[C:17]3[C:13](=[CH:12][C:11]([CH2:10][CH2:9][CH2:8][CH2:7][CH2:6][N:4]([CH2:1][CH:2]=[CH2:3])[CH3:5])=[CH:19][CH:18]=3)[CH2:14][CH2:15]2)=[O:25])=[CH:28][CH:29]=1. (3) Given the reactants [F:1][C:2]1[CH:12]=[CH:11][CH:10]=[C:9]([F:13])[C:3]=1/[CH:4]=[CH:5]/C(O)=O.[Br:14]Br, predict the reaction product. The product is: [Br:14]/[CH:5]=[CH:4]\[C:3]1[C:2]([F:1])=[CH:12][CH:11]=[CH:10][C:9]=1[F:13]. (4) Given the reactants [Cl:1][C:2]1[CH:10]=[CH:9][C:5]([C:6]([OH:8])=[O:7])=[C:4]([CH3:11])[CH:3]=1.S(=O)(=O)(O)O.[CH3:17]O, predict the reaction product. The product is: [Cl:1][C:2]1[CH:10]=[CH:9][C:5]([C:6]([O:8][CH3:17])=[O:7])=[C:4]([CH3:11])[CH:3]=1. (5) Given the reactants [F:1][C:2]1[CH:7]=[CH:6][CH:5]=[CH:4][C:3]=1[C:8]1[N:9]=[N:10][N:11]([CH3:15])[C:12]=1[CH2:13][OH:14].[H-].[Na+].Cl[C:19]1[CH:28]=[CH:27][C:22]([C:23]([O:25][CH3:26])=[O:24])=[CH:21][N:20]=1.O, predict the reaction product. The product is: [F:1][C:2]1[CH:7]=[CH:6][CH:5]=[CH:4][C:3]=1[C:8]1[N:9]=[N:10][N:11]([CH3:15])[C:12]=1[CH2:13][O:14][C:19]1[CH:28]=[CH:27][C:22]([C:23]([O:25][CH3:26])=[O:24])=[CH:21][N:20]=1. (6) Given the reactants CCN(C(C)C)C(C)C.F[P-](F)(F)(F)(F)F.CN(C(N(C)C)=[N+]1C2C(=NC=CC=2)[N+]([O-])=N1)C.Cl.[NH2:35][N:36]([CH:45]([CH3:47])[CH3:46])[C:37]([NH:39][CH2:40][C:41]([F:44])([F:43])[F:42])=[O:38].[F:48][C:49]([F:76])([F:75])[C:50]1[CH:58]=[C:57](/[CH:59]=[CH:60]/[CH:61]([C:66]2[CH:71]=[C:70]([Cl:72])[C:69]([Cl:73])=[C:68]([Cl:74])[CH:67]=2)[C:62]([F:65])([F:64])[F:63])[CH:56]=[CH:55][C:51]=1[C:52](O)=[O:53], predict the reaction product. The product is: [CH:45]([N:36]([C:37]([NH:39][CH2:40][C:41]([F:43])([F:42])[F:44])=[O:38])[NH:35][C:52](=[O:53])[C:51]1[CH:55]=[CH:56][C:57](/[CH:59]=[CH:60]/[CH:61]([C:66]2[CH:67]=[C:68]([Cl:74])[C:69]([Cl:73])=[C:70]([Cl:72])[CH:71]=2)[C:62]([F:63])([F:64])[F:65])=[CH:58][C:50]=1[C:49]([F:75])([F:76])[F:48])([CH3:47])[CH3:46]. (7) The product is: [CH3:3][N:2]([CH3:1])[CH2:4][CH2:5][N:6]1[C:20](=[O:21])[C:15]2[CH:16]=[C:17]([NH:19][C:26]([NH:25][CH2:24][CH2:23][Cl:22])=[O:27])[CH:18]=[C:13]3[C:14]=2[C:9](=[CH:10][CH:11]=[CH:12]3)[C:7]1=[O:8]. Given the reactants [CH3:1][N:2]([CH2:4][CH2:5][N:6]1[C:20](=[O:21])[C:15]2=[CH:16][C:17]([NH2:19])=[CH:18][C:13]3[C:14]2=[C:9]([CH:10]=[CH:11][CH:12]=3)[C:7]1=[O:8])[CH3:3].[Cl:22][CH2:23][CH2:24][N:25]=[C:26]=[O:27], predict the reaction product. (8) Given the reactants [CH3:1][O:2][C:3]1[CH:12]=[C:11]2[C:6]([CH:7]=[CH:8][C:9](=[O:16])[N:10]2[CH2:13][CH:14]=O)=[N:5][CH:4]=1.[NH:17]1[CH2:22][CH2:21][CH2:20][C@@H:19]([CH2:23][NH:24][C:25](=[O:34])[O:26][CH2:27][C:28]2[CH:33]=[CH:32][CH:31]=[CH:30][CH:29]=2)[CH2:18]1.[O-]S([O-])(=O)=O.[Na+].[Na+].[BH-](OC(C)=O)(OC(C)=O)OC(C)=O.[Na+], predict the reaction product. The product is: [CH3:1][O:2][C:3]1[CH:12]=[C:11]2[C:6]([CH:7]=[CH:8][C:9](=[O:16])[N:10]2[CH2:13][CH2:14][N:17]2[CH2:22][CH2:21][CH2:20][C@@H:19]([CH2:23][NH:24][C:25](=[O:34])[O:26][CH2:27][C:28]3[CH:33]=[CH:32][CH:31]=[CH:30][CH:29]=3)[CH2:18]2)=[N:5][CH:4]=1.